This data is from Reaction yield outcomes from USPTO patents with 853,638 reactions. The task is: Predict the reaction yield, written as a fraction of the theoretical maximum amount of product (1.0 means a 100% yield; for example, 0.34 means a 34% yield). (1) The reactants are C1(C(C2C=CC=CC=2)=[N:8][NH:9][C:10]2[CH:15]=[CH:14][C:13]([O:16][C:17]([F:23])([F:22])[C:18]([F:21])([F:20])[F:19])=[CH:12][CH:11]=2)C=CC=CC=1.[ClH:30]. The catalyst is CCO. The product is [ClH:30].[F:22][C:17]([F:23])([O:16][C:13]1[CH:12]=[CH:11][C:10]([NH:9][NH2:8])=[CH:15][CH:14]=1)[C:18]([F:19])([F:21])[F:20]. The yield is 0.820. (2) The reactants are Cl.[F:2][C:3]([F:17])([F:16])[C:4]1[CH:9]=[CH:8][CH:7]=[CH:6][C:5]=1[CH:10]1[CH2:15][CH2:14][NH:13][CH2:12][CH2:11]1.[Cl:18][C:19]1[CH:20]=[CH:21][C:22]2[N:23]([CH:25]=[C:26]([C:28](OCC)=[O:29])[N:27]=2)[N:24]=1. No catalyst specified. The product is [Cl:18][C:19]1[CH:20]=[CH:21][C:22]2[N:23]([CH:25]=[C:26]([C:28]([N:13]3[CH2:12][CH2:11][CH:10]([C:5]4[CH:6]=[CH:7][CH:8]=[CH:9][C:4]=4[C:3]([F:2])([F:16])[F:17])[CH2:15][CH2:14]3)=[O:29])[N:27]=2)[N:24]=1. The yield is 0.870. (3) The reactants are [OH-].[K+].[CH:3]1([N:8]2[CH2:13][CH2:12][N:11]([C:14]3[CH:19]=[CH:18][C:17]([OH:20])=[CH:16][CH:15]=3)[CH2:10][CH2:9]2)[CH2:7][CH2:6][CH2:5][CH2:4]1.[F:21][C:22]1[CH:29]=[CH:28][C:25]([CH2:26]Cl)=[CH:24][CH:23]=1.C([O-])(O)=O.[Na+]. The catalyst is C(O)C. The product is [CH:3]1([N:8]2[CH2:13][CH2:12][N:11]([C:14]3[CH:15]=[CH:16][C:17]([O:20][CH2:26][C:25]4[CH:28]=[CH:29][C:22]([F:21])=[CH:23][CH:24]=4)=[CH:18][CH:19]=3)[CH2:10][CH2:9]2)[CH2:7][CH2:6][CH2:5][CH2:4]1. The yield is 0.350. (4) The reactants are [NH2:1][CH:2]1[CH2:7][CH2:6][N:5]([C:8]2[CH:13]=[C:12]([C:14]3[CH:19]=[CH:18][C:17]([F:20])=[CH:16][C:15]=3[CH3:21])[C:11]([N:22]([CH3:42])[C:23](=[O:41])[C:24]([C:27]3[CH:32]=[C:31]([C:33]([F:36])([F:35])[F:34])[CH:30]=[C:29]([C:37]([F:40])([F:39])[F:38])[CH:28]=3)([CH3:26])[CH3:25])=[CH:10][N:9]=2)[CH2:4][CH2:3]1.C(N(CC)C(C)C)(C)C.[C:52](Cl)(=[O:54])[CH3:53]. The catalyst is ClCCl. The product is [C:52]([NH:1][CH:2]1[CH2:7][CH2:6][N:5]([C:8]2[CH:13]=[C:12]([C:14]3[CH:19]=[CH:18][C:17]([F:20])=[CH:16][C:15]=3[CH3:21])[C:11]([N:22]([CH3:42])[C:23](=[O:41])[C:24]([C:27]3[CH:28]=[C:29]([C:37]([F:39])([F:40])[F:38])[CH:30]=[C:31]([C:33]([F:34])([F:35])[F:36])[CH:32]=3)([CH3:26])[CH3:25])=[CH:10][N:9]=2)[CH2:4][CH2:3]1)(=[O:54])[CH3:53]. The yield is 0.950. (5) The reactants are Br[C:2]1[CH:10]=[C:9]2[C:5]([C:6]([CH2:20][N:21]([CH3:29])[C:22](=[O:28])[O:23][C:24]([CH3:27])([CH3:26])[CH3:25])=[CH:7][N:8]2[S:11]([C:14]2[CH:15]=[N:16][CH:17]=[CH:18][CH:19]=2)(=[O:13])=[O:12])=[CH:4][CH:3]=1.[CH3:30][O:31][C:32]1[CH:37]=[CH:36][C:35](B(O)O)=[CH:34][CH:33]=1.C(=O)([O-])[O-].[K+].[K+]. The catalyst is C1(C)C=CC=CC=1.C1C=CC([P]([Pd]([P](C2C=CC=CC=2)(C2C=CC=CC=2)C2C=CC=CC=2)([P](C2C=CC=CC=2)(C2C=CC=CC=2)C2C=CC=CC=2)[P](C2C=CC=CC=2)(C2C=CC=CC=2)C2C=CC=CC=2)(C2C=CC=CC=2)C2C=CC=CC=2)=CC=1. The product is [CH3:30][O:31][C:32]1[CH:37]=[CH:36][C:35]([C:2]2[CH:10]=[C:9]3[C:5]([C:6]([CH2:20][N:21]([CH3:29])[C:22](=[O:28])[O:23][C:24]([CH3:25])([CH3:27])[CH3:26])=[CH:7][N:8]3[S:11]([C:14]3[CH:15]=[N:16][CH:17]=[CH:18][CH:19]=3)(=[O:12])=[O:13])=[CH:4][CH:3]=2)=[CH:34][CH:33]=1. The yield is 0.857. (6) The reactants are [NH2:1][CH2:2][CH2:3][CH2:4][N:5]1[CH2:10][CH2:9][CH2:8][CH2:7][CH2:6]1.[C:11]([O:15][C:16]([NH:18][C:19]1[CH:24]=[CH:23][CH:22]=[CH:21][C:20]=1[NH:25][C:26](=[O:46])[C:27]1[CH:32]=[CH:31][C:30]([C:33]2[C:34]3[S:45][CH:44]=[CH:43][C:35]=3[N:36]=[C:37](S(C)(=O)=O)[N:38]=2)=[CH:29][CH:28]=1)=[O:17])([CH3:14])([CH3:13])[CH3:12]. The catalyst is CN(C)C(=O)C. The product is [C:11]([O:15][C:16]([NH:18][C:19]1[CH:24]=[CH:23][CH:22]=[CH:21][C:20]=1[NH:25][C:26](=[O:46])[C:27]1[CH:32]=[CH:31][C:30]([C:33]2[C:34]3[S:45][CH:44]=[CH:43][C:35]=3[N:36]=[C:37]([NH:1][CH2:2][CH2:3][CH2:4][N:5]3[CH2:10][CH2:9][CH2:8][CH2:7][CH2:6]3)[N:38]=2)=[CH:29][CH:28]=1)=[O:17])([CH3:14])([CH3:12])[CH3:13]. The yield is 0.260. (7) The reactants are [CH2:1]([O:3][C:4](=[O:16])[CH2:5][C:6]1([CH3:15])[C:14]2[C:9](=[CH:10][CH:11]=[CH:12][CH:13]=2)[CH2:8][NH:7]1)[CH3:2].[C:17](O[C:17]([O:19][C:20]([CH3:23])([CH3:22])[CH3:21])=[O:18])([O:19][C:20]([CH3:23])([CH3:22])[CH3:21])=[O:18]. The catalyst is C(Cl)Cl. The product is [C:20]([O:19][C:17]([N:7]1[CH2:8][C:9]2[C:14](=[CH:13][CH:12]=[CH:11][CH:10]=2)[C:6]1([CH2:5][C:4]([O:3][CH2:1][CH3:2])=[O:16])[CH3:15])=[O:18])([CH3:23])([CH3:22])[CH3:21]. The yield is 0.810. (8) The catalyst is O1CCOCC1.O.CC(P(C(C)(C)C)C1[CH-]C=CC=1)(C)C.CC(P(C(C)(C)C)C1[CH-]C=CC=1)(C)C.[Cl-].[Cl-].[Fe+2].[Pd+2]. The product is [CH3:1][C:2]1[C:6]([C:12]2[CH:13]=[C:14]3[C:18](=[C:19]([O:21][CH3:22])[CH:20]=2)[NH:17][C:16](=[O:23])[C:15]23[O:24][CH2:25][CH2:26][O:27]2)=[C:5]([CH3:10])[O:4][N:3]=1. The yield is 0.260. The reactants are [CH3:1][C:2]1[C:6](B(O)O)=[C:5]([CH3:10])[O:4][N:3]=1.Br[C:12]1[CH:13]=[C:14]2[C:18](=[C:19]([O:21][CH3:22])[CH:20]=1)[NH:17][C:16](=[O:23])[C:15]12[O:27][CH2:26][CH2:25][O:24]1.C([O-])([O-])=O.[Na+].[Na+].CCOC(C)=O.